From a dataset of Catalyst prediction with 721,799 reactions and 888 catalyst types from USPTO. Predict which catalyst facilitates the given reaction. (1) Reactant: [Br:1]N1C(=O)NC(=O)N(Br)C1=O.[CH2:12]([O:14][C:15]1[CH:16]=[C:17]([C:25]2[CH:30]=[CH:29][CH:28]=[CH:27][C:26]=2[F:31])[CH:18]=[CH:19][C:20]=1[C:21]([O:23][CH3:24])=[O:22])[CH3:13].CN(C=O)C. Product: [Br:1][C:18]1[CH:19]=[C:20]([C:21]([O:23][CH3:24])=[O:22])[C:15]([O:14][CH2:12][CH3:13])=[CH:16][C:17]=1[C:25]1[CH:30]=[CH:29][CH:28]=[CH:27][C:26]=1[F:31]. The catalyst class is: 6. (2) The catalyst class is: 1. Product: [F:13][C:9]1[C:10]([CH3:12])=[N:11][C:2]([O:15][CH3:14])=[C:3]([CH:8]=1)[C:4]([O:6][CH3:7])=[O:5]. Reactant: Cl[C:2]1[N:11]=[C:10]([CH3:12])[C:9]([F:13])=[CH:8][C:3]=1[C:4]([O:6][CH3:7])=[O:5].[CH3:14][O-:15].[Na+].O. (3) Reactant: [F:1][C:2]1[C:7](OS(C(F)(F)F)(=O)=O)=[CH:6][CH:5]=[C:4]([F:16])[C:3]=1[C:17]1[N:22]=[C:21]([C:23]([O:25]C)=[O:24])[CH:20]=[CH:19][C:18]=1[F:27].[CH3:28]B(O)O.C(=O)([O-])[O-].[K+].[K+].C(OCC)(=O)C. Product: [F:1][C:2]1[C:7]([CH3:28])=[CH:6][CH:5]=[C:4]([F:16])[C:3]=1[C:17]1[N:22]=[C:21]([C:23]([OH:25])=[O:24])[CH:20]=[CH:19][C:18]=1[F:27]. The catalyst class is: 70. (4) Reactant: [C:1]([O:5][C:6]([N:8]1[CH2:13][CH2:12][NH:11][CH:10]([CH2:14][CH3:15])[CH2:9]1)=[O:7])([CH3:4])([CH3:3])[CH3:2].N1C=CC=CC=1.[Cl:22][C:23](Cl)([O:25]C(=O)OC(Cl)(Cl)Cl)Cl. Product: [Cl:22][C:23]([N:11]1[CH2:12][CH2:13][N:8]([C:6]([O:5][C:1]([CH3:4])([CH3:3])[CH3:2])=[O:7])[CH2:9][CH:10]1[CH2:14][CH3:15])=[O:25]. The catalyst class is: 2. (5) Reactant: Cl[C:2]1[C:7]([CH3:8])=[C:6]([O:9][CH2:10][C:11]([O:13]C)=O)[N:5]=[C:4]([CH:15]2[CH2:17][CH2:16]2)[N:3]=1.[CH:18]1([CH2:21][NH2:22])[CH2:20][CH2:19]1.O. Product: [CH:15]1([C:4]2[N:3]=[C:2]([NH:22][CH2:21][CH:18]3[CH2:20][CH2:19]3)[C:7]([CH3:8])=[C:6]([O:9][CH2:10][C:11]([NH:3][CH2:4][CH:15]3[CH2:17][CH2:16]3)=[O:13])[N:5]=2)[CH2:17][CH2:16]1. The catalyst class is: 68. (6) Reactant: [F:1][C:2]1[CH:7]=[CH:6][C:5]([N+:8]([O-:10])=[O:9])=[CH:4][C:3]=1[S:11](Cl)(=[O:13])=[O:12].Cl.CN.[CH2:18]([N:20](CC)CC)C.Cl. Product: [F:1][C:2]1[CH:7]=[CH:6][C:5]([N+:8]([O-:10])=[O:9])=[CH:4][C:3]=1[S:11]([NH:20][CH3:18])(=[O:13])=[O:12]. The catalyst class is: 20. (7) Reactant: [NH2:1][CH2:2][CH2:3][N:4]1[CH2:9][CH2:8][N:7]([CH2:10][CH:11]([OH:24])[CH2:12][O:13][C:14]2[CH:15]=[CH:16][C:17]3[S:21][C:20]([CH3:22])=[N:19][C:18]=3[CH:23]=2)[CH2:6][CH2:5]1.[C:25]1([S:31](Cl)(=[O:33])=[O:32])[CH:30]=[CH:29][CH:28]=[CH:27][CH:26]=1. Product: [OH:24][C@@H:11]([CH2:12][O:13][C:14]1[CH:15]=[CH:16][C:17]2[S:21][C:20]([CH3:22])=[N:19][C:18]=2[CH:23]=1)[CH2:10][N:7]1[CH2:8][CH2:9][N:4]([CH2:3][CH2:2][NH:1][S:31]([C:25]2[CH:30]=[CH:29][CH:28]=[CH:27][CH:26]=2)(=[O:33])=[O:32])[CH2:5][CH2:6]1. The catalyst class is: 57.